Predict the reactants needed to synthesize the given product. From a dataset of Full USPTO retrosynthesis dataset with 1.9M reactions from patents (1976-2016). (1) Given the product [CH:1]1([CH2:6][C@H:7]([N:11]2[CH2:15][C:14]3[CH2:16][C:17]4[CH:18]=[CH:19][CH:20]=[CH:21][C:22]=4[O:23][C:13]=3[C:12]2=[O:24])[C:8]([NH:47][C:48]2[CH:52]=[CH:51][N:50]([CH2:53][C:54]([OH:56])([CH3:55])[CH3:57])[N:49]=2)=[O:10])[CH2:2][CH2:3][CH2:4][CH2:5]1, predict the reactants needed to synthesize it. The reactants are: [CH:1]1([CH2:6][C@H:7]([N:11]2[CH2:15][C:14]3[CH2:16][C:17]4[CH:18]=[CH:19][CH:20]=[CH:21][C:22]=4[O:23][C:13]=3[C:12]2=[O:24])[C:8]([OH:10])=O)[CH2:5][CH2:4][CH2:3][CH2:2]1.Cl.CN(C)CCCN=C=NCC.ON1C2C=CC=CC=2N=N1.[NH2:47][C:48]1[CH:52]=[CH:51][N:50]([CH2:53][C:54]([CH3:57])([OH:56])[CH3:55])[N:49]=1. (2) Given the product [NH2:1][C:2]1[C:3]([C:9]([NH:11][C:12]2[C:17]([N:18]3[CH2:23][CH2:22][CH:21]([NH:24][C:44](=[O:45])[O:46][C:36]([CH3:42])([CH3:41])[CH3:37])[CH2:20][CH2:19]3)=[CH:16][CH:15]=[CH:14][N:13]=2)=[O:10])=[N:4][C:5]([B:34]2[O:35][C:36]([CH3:41])([CH3:42])[C:37]([CH3:39])([CH3:40])[O:38]2)=[CH:6][N:7]=1, predict the reactants needed to synthesize it. The reactants are: [NH2:1][C:2]1[C:3]([C:9]([NH:11][C:12]2[C:17]([N:18]3[CH2:23][CH2:22][CH:21]([NH2:24])[CH2:20][CH2:19]3)=[CH:16][CH:15]=[CH:14][N:13]=2)=[O:10])=[N:4][C:5](Br)=[CH:6][N:7]=1.[B:34]1([B:34]2[O:38][C:37]([CH3:40])([CH3:39])[C:36]([CH3:42])([CH3:41])[O:35]2)[O:38][C:37]([CH3:40])([CH3:39])[C:36]([CH3:42])([CH3:41])[O:35]1.C[C:44]([O-:46])=[O:45].[K+]. (3) The reactants are: [CH2:1]([P:3]([OH:5])[OH:4])[CH3:2].[OH-].[Al+3:7].[OH-].[OH-]. Given the product [Al+3:7].[CH2:1]([P:3]([O-:5])[O-:4])[CH3:2].[CH2:1]([P:3]([O-:5])[O-:4])[CH3:2].[CH2:1]([P:3]([O-:5])[O-:4])[CH3:2].[Al+3:7], predict the reactants needed to synthesize it. (4) Given the product [O:1]1[C:5]2[CH:6]=[CH:7][CH:8]=[CH:9][C:4]=2[CH:3]=[C:2]1[C:10]1[C:18]2[C:17]([O:19][CH:20]3[CH2:21][CH2:22][CH:23]([N:26]([CH3:31])[CH3:27])[CH2:24][CH2:25]3)=[N:16][CH:15]=[N:14][C:13]=2[S:12][CH:11]=1, predict the reactants needed to synthesize it. The reactants are: [O:1]1[C:5]2[CH:6]=[CH:7][CH:8]=[CH:9][C:4]=2[CH:3]=[C:2]1[C:10]1[C:18]2[C:17]([O:19][CH:20]3[CH2:25][CH2:24][CH:23]([NH:26][CH3:27])[CH2:22][CH2:21]3)=[N:16][CH:15]=[N:14][C:13]=2[S:12][CH:11]=1.C=O.[BH3-][C:31]#N.[Na+]. (5) Given the product [CH:1]([O:4][C:5]([N:7]1[CH2:12][CH2:11][CH:10]([O:13][C:14]2[C:19]([O:20][CH3:21])=[C:18]([NH:30][C:29]3[C:24]([CH3:23])=[N:25][C:26]([N:31]4[CH:35]=[N:34][CH:33]=[N:32]4)=[CH:27][CH:28]=3)[N:17]=[CH:16][N:15]=2)[CH2:9][CH2:8]1)=[O:6])([CH3:3])[CH3:2], predict the reactants needed to synthesize it. The reactants are: [CH:1]([O:4][C:5]([N:7]1[CH2:12][CH2:11][CH:10]([O:13][C:14]2[C:19]([O:20][CH3:21])=[C:18](Cl)[N:17]=[CH:16][N:15]=2)[CH2:9][CH2:8]1)=[O:6])([CH3:3])[CH3:2].[CH3:23][C:24]1[C:29]([NH2:30])=[CH:28][CH:27]=[C:26]([N:31]2[CH:35]=[N:34][CH:33]=[N:32]2)[N:25]=1.CC(C)([O-])C.[Na+]. (6) Given the product [C:1]([C:5]1[N:10]=[CH:9][C:8]([C:11]2[N:12]([C:32]([N:34]3[CH2:39][C@@H:38]4[C@@H:36]([CH:37]4[C:40]([N:50]4[CH2:51][CH2:52][C@H:48]([O:47][CH3:46])[CH2:49]4)=[O:41])[CH2:35]3)=[O:33])[C@@:13]([C:25]3[CH:26]=[CH:27][C:28]([Cl:31])=[CH:29][CH:30]=3)([CH3:24])[C@@:14]([C:17]3[CH:18]=[CH:19][C:20]([Cl:23])=[CH:21][CH:22]=3)([CH3:16])[N:15]=2)=[C:7]([O:43][CH2:44][CH3:45])[CH:6]=1)([CH3:4])([CH3:2])[CH3:3], predict the reactants needed to synthesize it. The reactants are: [C:1]([C:5]1[N:10]=[CH:9][C:8]([C:11]2[N:12]([C:32]([N:34]3[CH2:39][C@@H:38]4[C@@H:36]([CH:37]4[C:40](O)=[O:41])[CH2:35]3)=[O:33])[C@@:13]([C:25]3[CH:30]=[CH:29][C:28]([Cl:31])=[CH:27][CH:26]=3)([CH3:24])[C@@:14]([C:17]3[CH:22]=[CH:21][C:20]([Cl:23])=[CH:19][CH:18]=3)([CH3:16])[N:15]=2)=[C:7]([O:43][CH2:44][CH3:45])[CH:6]=1)([CH3:4])([CH3:3])[CH3:2].[CH3:46][O:47][C@H:48]1[CH2:52][CH2:51][NH:50][CH2:49]1. (7) Given the product [CH3:1][O:8][C:9]1[C:14]2[CH2:15][O:16][C@:17]3([CH3:29])[C@H:21]([C:13]=2[CH:12]=[CH:11][CH:10]=1)[CH2:20][N:19]([C:22]([O:24][C:25]([CH3:28])([CH3:27])[CH3:26])=[O:23])[CH2:18]3, predict the reactants needed to synthesize it. The reactants are: [CH3:1][Si](C=[N+]=[N-])(C)C.[OH:8][C:9]1[C:14]2[CH2:15][O:16][C@:17]3([CH3:29])[C@H:21]([C:13]=2[CH:12]=[CH:11][CH:10]=1)[CH2:20][N:19]([C:22]([O:24][C:25]([CH3:28])([CH3:27])[CH3:26])=[O:23])[CH2:18]3.CCN(C(C)C)C(C)C. (8) Given the product [CH2:7]([O:6][CH2:5][CH:4]([OH:9])[CH2:3][NH:2][C:17](=[O:18])[O:19][C:20]([CH3:23])([CH3:22])[CH3:21])[CH3:8], predict the reactants needed to synthesize it. The reactants are: Cl.[NH2:2][CH2:3][CH:4]([OH:9])[CH2:5][O:6][CH2:7][CH3:8].C(N(CC)CC)C.[C:17](O[C:17]([O:19][C:20]([CH3:23])([CH3:22])[CH3:21])=[O:18])([O:19][C:20]([CH3:23])([CH3:22])[CH3:21])=[O:18].